From a dataset of KCNQ2 potassium channel screen with 302,405 compounds. Binary Classification. Given a drug SMILES string, predict its activity (active/inactive) in a high-throughput screening assay against a specified biological target. The drug is S(Oc1c(OC)cc(cc1)/C=C1/SC(=S)NC1=O)(=O)(=O)c1ccccc1. The result is 1 (active).